This data is from CYP2C19 inhibition data for predicting drug metabolism from PubChem BioAssay. The task is: Regression/Classification. Given a drug SMILES string, predict its absorption, distribution, metabolism, or excretion properties. Task type varies by dataset: regression for continuous measurements (e.g., permeability, clearance, half-life) or binary classification for categorical outcomes (e.g., BBB penetration, CYP inhibition). Dataset: cyp2c19_veith. (1) The drug is COc1ccc2c(c1[N+](=O)[O-])CCC/C2=N/OC(=O)c1ccccc1SC. The result is 1 (inhibitor). (2) The drug is O=C(CN(c1ccccc1)S(=O)(=O)c1ccccc1[N+](=O)[O-])NN=C1CCCCCCC1. The result is 1 (inhibitor). (3) The drug is C#CCN(C)[C@H](C)Cc1ccccc1. The result is 0 (non-inhibitor).